Regression. Given two drug SMILES strings and cell line genomic features, predict the synergy score measuring deviation from expected non-interaction effect. From a dataset of NCI-60 drug combinations with 297,098 pairs across 59 cell lines. Drug 1: CC1C(C(CC(O1)OC2CC(CC3=C2C(=C4C(=C3O)C(=O)C5=C(C4=O)C(=CC=C5)OC)O)(C(=O)C)O)N)O.Cl. Drug 2: CC1=C(C(=CC=C1)Cl)NC(=O)C2=CN=C(S2)NC3=CC(=NC(=N3)C)N4CCN(CC4)CCO. Cell line: HCT116. Synergy scores: CSS=21.2, Synergy_ZIP=0.125, Synergy_Bliss=1.54, Synergy_Loewe=2.76, Synergy_HSA=4.18.